Dataset: Forward reaction prediction with 1.9M reactions from USPTO patents (1976-2016). Task: Predict the product of the given reaction. (1) Given the reactants [C:1]([O:7][CH2:8][CH3:9])(=[O:6])[CH2:2][C:3]([CH3:5])=O.[F:10][C:11]1[CH:18]=[C:17]([Br:19])[CH:16]=[CH:15][C:12]=1[CH:13]=O.[NH4+:20].[OH-:21], predict the reaction product. The product is: [Br:19][C:17]1[CH:16]=[CH:15][C:12]([CH:13]2[C:2]([C:1]([O:7][CH2:8][CH3:9])=[O:6])=[C:3]([CH3:5])[NH:20][C:3]([CH3:5])=[C:2]2[C:1]([O:7][CH2:8][CH3:9])=[O:21])=[C:11]([F:10])[CH:18]=1. (2) Given the reactants [NH2:1][C:2]1[CH:11]=[C:10]2[C:5]([CH2:6][CH2:7][C:8](=[O:12])[NH:9]2)=[CH:4][C:3]=1[Br:13].[CH3:14][Si]([N-][Si](C)(C)C)(C)C.[K+].CI, predict the reaction product. The product is: [NH2:1][C:2]1[CH:11]=[C:10]2[C:5]([CH2:6][CH2:7][C:8](=[O:12])[N:9]2[CH3:14])=[CH:4][C:3]=1[Br:13]. (3) The product is: [C:19]([O:18][C:16]([NH:23][C:24]1[S:25][C:26]([C:29]([O:31][CH2:32][CH3:33])=[O:30])=[CH:27][N:28]=1)=[O:17])([CH3:20])([CH3:21])[CH3:22]. Given the reactants CCN(CC)CC.[C:16](O[C:16]([O:18][C:19]([CH3:22])([CH3:21])[CH3:20])=[O:17])([O:18][C:19]([CH3:22])([CH3:21])[CH3:20])=[O:17].[NH2:23][C:24]1[S:25][C:26]([C:29]([O:31][CH2:32][CH3:33])=[O:30])=[CH:27][N:28]=1, predict the reaction product. (4) Given the reactants C([O:5][C:6](=[O:42])[C:7]1[CH:12]=[CH:11][CH:10]=[C:9]([CH2:13][CH:14]([NH:28][C:29]([C:31]2[CH:32]=[C:33]3[C:37](=[CH:38][CH:39]=2)[NH:36][CH:35]=[CH:34]3)=[O:30])[B:15]2[O:23]C3C(C)(C4CC(C3)C4(C)C)[O:16]2)[C:8]=1OC)(C)(C)C.B(Cl)(Cl)Cl, predict the reaction product. The product is: [OH:23][B:15]1[CH:14]([NH:28][C:29]([C:31]2[CH:32]=[C:33]3[C:37](=[CH:38][CH:39]=2)[NH:36][CH:35]=[CH:34]3)=[O:30])[CH2:13][C:9]2[C:8](=[C:7]([C:6]([OH:5])=[O:42])[CH:12]=[CH:11][CH:10]=2)[O:16]1. (5) Given the reactants [CH3:1][C:2]1[CH:10]=[C:9]2[C:5]([CH2:6][O:7][C:8]2=[O:11])=[CH:4][CH:3]=1.CC1C=C2C(=CC=1)C(=O)OC2.[N:23]1[CH:28]=[CH:27][CH:26]=[C:25]([CH:29]=O)[CH:24]=1.C[O-].[Na+], predict the reaction product. The product is: [OH:7][C:6]1[C:5]2[C:9](=[CH:10][C:2]([CH3:1])=[CH:3][CH:4]=2)[C:8](=[O:11])[C:29]=1[C:25]1[CH:24]=[N:23][CH:28]=[CH:27][CH:26]=1.